From a dataset of Peptide-MHC class I binding affinity with 185,985 pairs from IEDB/IMGT. Regression. Given a peptide amino acid sequence and an MHC pseudo amino acid sequence, predict their binding affinity value. This is MHC class I binding data. (1) The peptide sequence is HCIDKTPGL. The MHC is HLA-A02:06 with pseudo-sequence HLA-A02:06. The binding affinity (normalized) is 0.569. (2) The peptide sequence is AEMVAKYDL. The MHC is HLA-B15:01 with pseudo-sequence HLA-B15:01. The binding affinity (normalized) is 0.0847. (3) The peptide sequence is YAKKFKTGMH. The MHC is HLA-A03:01 with pseudo-sequence HLA-A03:01. The binding affinity (normalized) is 0. (4) The peptide sequence is QKDINTPGY. The MHC is HLA-A11:01 with pseudo-sequence HLA-A11:01. The binding affinity (normalized) is 0.0847. (5) The peptide sequence is HAETESATL. The MHC is HLA-B27:03 with pseudo-sequence HLA-B27:03. The binding affinity (normalized) is 0.0847. (6) The peptide sequence is LLSGHNLAK. The MHC is HLA-A33:01 with pseudo-sequence HLA-A33:01. The binding affinity (normalized) is 0. (7) The binding affinity (normalized) is 0.462. The MHC is HLA-A31:01 with pseudo-sequence HLA-A31:01. The peptide sequence is RMVLSAFDER. (8) The peptide sequence is HPVGEADYF. The MHC is HLA-B51:01 with pseudo-sequence HLA-B51:01. The binding affinity (normalized) is 0.